This data is from Choline transporter screen with 302,306 compounds. The task is: Binary Classification. Given a drug SMILES string, predict its activity (active/inactive) in a high-throughput screening assay against a specified biological target. (1) The drug is S1C(Cc2c(C1)c(nc(N1CCN(CC1)C(=O)c1occc1)c2C#N)c1occc1)(C)C. The result is 0 (inactive). (2) The drug is O(C(C)(C)C)C(=O)C(NC(=O)c1nc[nH]c1C(=O)N1CCc2c(C1)cccc2)C. The result is 0 (inactive). (3) The molecule is OC(=O)C1C(CC(=C(C1)C)C)C(=O)Nc1ccc(cc1)C(=O)N. The result is 0 (inactive). (4) The molecule is [nH]1c2c(nc1c1ccccc1)ccc(N)c2. The result is 0 (inactive).